Predict the reaction yield, written as a fraction of the theoretical maximum amount of product (1.0 means a 100% yield; for example, 0.34 means a 34% yield). From a dataset of Reaction yield outcomes from USPTO patents with 853,638 reactions. (1) The reactants are [C:1]([O:5][C:6]([N:8]1[CH:12]=[C:11]([C:13]2[C:18]([O:19][CH3:20])=[CH:17][C:16]3[O:21][CH2:22][C:23]4[C:27]([C:28]([OH:30])=O)=[N:26][N:25]([C:31]5[CH:35]=[CH:34][S:33][CH:32]=5)[C:24]=4[C:15]=3[CH:14]=2)[CH:10]=[N:9]1)=[O:7])([CH3:4])([CH3:3])[CH3:2].C(Cl)Cl.CCN(C(C)C)C(C)C.[B-](F)(F)(F)F.CN(C(ON1N=NC2C1=CC=CC=2)=[N+](C)C)C.[CH3:70][C:71]([NH:74][CH3:75])([CH3:73])[CH3:72]. No catalyst specified. The product is [C:1]([O:5][C:6]([N:8]1[CH:12]=[C:11]([C:13]2[C:18]([O:19][CH3:20])=[CH:17][C:16]3[O:21][CH2:22][C:23]4[C:27]([C:28](=[O:30])[N:74]([C:71]([CH3:73])([CH3:72])[CH3:70])[CH3:75])=[N:26][N:25]([C:31]5[CH:35]=[CH:34][S:33][CH:32]=5)[C:24]=4[C:15]=3[CH:14]=2)[CH:10]=[N:9]1)=[O:7])([CH3:2])([CH3:3])[CH3:4]. The yield is 0.720. (2) The reactants are [CH2:1]([O:3][C:4]1[CH:13]=[C:12]2[C:7]([CH:8]=[CH:9][CH:10]=[C:11]2[NH2:14])=[CH:6][CH:5]=1)[CH3:2].[Li].CO.N. The catalyst is O1CCCC1.O. The product is [CH2:1]([O:3][C:4]1[CH2:13][C:12]2[C:11]([NH2:14])=[CH:10][CH:9]=[CH:8][C:7]=2[CH2:6][CH:5]=1)[CH3:2]. The yield is 0.760. (3) The product is [CH3:4][C:3]1([CH3:5])[CH:2]([C:7]([OH:9])=[O:8])[NH:1][C:12]([C:13]([OH:15])=[O:14])=[CH:11][S:6]1. The reactants are [NH2:1][C@H:2]([C:7]([OH:9])=[O:8])[C:3]([SH:6])([CH3:5])[CH3:4].Br[CH2:11][C:12](=O)[C:13]([O:15]CC)=[O:14].C(=O)(O)[O-].[Na+]. The catalyst is O.C(#N)C. The yield is 0.310. (4) The product is [N:28]([C:25]1[CH:26]=[CH:27][C:22]([C:21]([NH:20][CH:17]2[CH2:18][CH2:19][NH:15][CH2:16]2)=[O:31])=[CH:23][CH:24]=1)=[N+:29]=[N-:30]. The yield is 0.760. The reactants are FC(F)(F)C(O)=O.C([N:15]1[CH:19]=[CH:18][C:17]([NH:20][C:21](=[O:31])[C:22]2[CH:27]=[CH:26][C:25]([N:28]=[N+:29]=[N-:30])=[CH:24][CH:23]=2)=[CH:16]1)(OC(C)(C)C)=O. The catalyst is ClCCl.